This data is from Full USPTO retrosynthesis dataset with 1.9M reactions from patents (1976-2016). The task is: Predict the reactants needed to synthesize the given product. (1) Given the product [CH2:1]([O:8][C:9]1[CH:10]=[CH:11][C:12]([CH3:17])=[C:13](/[CH:14]=[CH:19]/[C:20]([OH:22])=[O:21])[CH:16]=1)[C:2]1[CH:7]=[CH:6][CH:5]=[CH:4][CH:3]=1, predict the reactants needed to synthesize it. The reactants are: [CH2:1]([O:8][C:9]1[CH:10]=[CH:11][C:12]([CH3:17])=[C:13]([CH:16]=1)[CH:14]=O)[C:2]1[CH:7]=[CH:6][CH:5]=[CH:4][CH:3]=1.C(O)(=O)[CH2:19][C:20]([OH:22])=[O:21].N1CCCCC1. (2) Given the product [CH:1]1([N:4]([CH:19]2[CH2:24][CH2:23][N:22]([C:26]3[CH:31]=[N:30][C:29]([CH3:32])=[CH:28][N:27]=3)[CH2:21][CH2:20]2)[C:5]([C:7]2[CH:12]=[N:11][C:10]([N:13]3[CH:17]=[CH:16][N:15]=[C:14]3[CH3:18])=[N:9][CH:8]=2)=[O:6])[CH2:3][CH2:2]1, predict the reactants needed to synthesize it. The reactants are: [CH:1]1([N:4]([CH:19]2[CH2:24][CH2:23][NH:22][CH2:21][CH2:20]2)[C:5]([C:7]2[CH:8]=[N:9][C:10]([N:13]3[CH:17]=[CH:16][N:15]=[C:14]3[CH3:18])=[N:11][CH:12]=2)=[O:6])[CH2:3][CH2:2]1.Cl[C:26]1[CH:31]=[N:30][C:29]([CH3:32])=[CH:28][N:27]=1.C(N(C(C)C)C(C)C)C. (3) Given the product [ClH:23].[NH2:25][CH2:26][CH2:27][O:28][N:29]=[C:17]1[CH2:16][CH2:15][C@@:14]2([CH3:21])[CH:19]([C:2](=[CH2:1])[CH2:3][C@@H:4]3[C@@H:13]2[CH2:12][CH2:11][C@@:9]2([CH3:10])[C@H:5]3[CH2:6][CH2:7][C:8]2=[O:22])[CH2:18]1, predict the reactants needed to synthesize it. The reactants are: [CH2:1]=[C:2]1[CH:19]2[C@:14]([CH3:21])([CH2:15][CH2:16][C:17](=O)[CH2:18]2)[C@@H:13]2[C@H:4]([C@H:5]3[C@@:9]([CH2:11][CH2:12]2)([CH3:10])[C:8](=[O:22])[CH2:7][CH2:6]3)[CH2:3]1.[ClH:23].Cl.[NH2:25][CH2:26][CH2:27][O:28][NH2:29]. (4) Given the product [Cl:17][C:12]1[CH:11]=[CH:10][C:9]([NH:8][C:5](=[O:7])[CH3:6])=[CH:16][C:13]=1[C:14]#[N:15], predict the reactants needed to synthesize it. The reactants are: C(O[C:5](=[O:7])[CH3:6])(=O)C.[NH2:8][C:9]1[CH:10]=[CH:11][C:12]([Cl:17])=[C:13]([CH:16]=1)[C:14]#[N:15].C1(C)C=CC=CC=1.O. (5) Given the product [CH2:1]([O:8][C:9]1[C:18]2[C:13](=[CH:14][CH:15]=[C:16]([CH2:19][OH:20])[CH:17]=2)[N:12]=[CH:11][CH:10]=1)[C:2]1[CH:3]=[CH:4][CH:5]=[CH:6][CH:7]=1, predict the reactants needed to synthesize it. The reactants are: [CH2:1]([O:8][C:9]1[C:18]2[C:13](=[CH:14][CH:15]=[C:16]([C:19](OCC3C=CC=CC=3)=[O:20])[CH:17]=2)[N:12]=[CH:11][CH:10]=1)[C:2]1[CH:7]=[CH:6][CH:5]=[CH:4][CH:3]=1.CC(C[AlH]CC(C)C)C.